This data is from Catalyst prediction with 721,799 reactions and 888 catalyst types from USPTO. The task is: Predict which catalyst facilitates the given reaction. (1) Product: [N:8]1([CH:11]2[CH2:14][N:13]([C:15]([C:17]3[CH:18]=[C:19]4[C:24](=[CH:25][CH:26]=3)[NH:23][CH2:22][CH2:21][CH2:20]4)=[O:16])[CH2:12]2)[CH2:9][CH2:10][NH:5][CH2:6][CH2:7]1. The catalyst class is: 5. Reactant: FC(F)(F)C([N:5]1[CH2:10][CH2:9][N:8]([CH:11]2[CH2:14][N:13]([C:15]([C:17]3[CH:18]=[C:19]4[C:24](=[CH:25][CH:26]=3)[NH:23][CH2:22][CH2:21][CH2:20]4)=[O:16])[CH2:12]2)[CH2:7][CH2:6]1)=O.C([O-])([O-])=O.[K+].[K+]. (2) Reactant: Br[C:2]1[N:7]=[C:6]([C:8]([CH3:12])([CH3:11])[C:9]#[N:10])[CH:5]=[CH:4][CH:3]=1.C(O[B:17]([O:22][CH:23]([CH3:25])C)[O:18][CH:19]([CH3:21])C)(C)C.[Li]CCCC.[C:31]1([N:37](CCO)CCO)[CH:36]=[CH:35][CH:34]=[CH:33][CH:32]=1. Product: [CH3:11][C:8]([C:6]1[CH:5]=[CH:4][CH:3]=[C:2]([B:17]2[O:18][CH2:19][CH2:21][N:37]([C:31]3[CH:36]=[CH:35][CH:34]=[CH:33][CH:32]=3)[CH2:25][CH2:23][O:22]2)[N:7]=1)([CH3:12])[C:9]#[N:10]. The catalyst class is: 7.